Dataset: Full USPTO retrosynthesis dataset with 1.9M reactions from patents (1976-2016). Task: Predict the reactants needed to synthesize the given product. (1) Given the product [NH2:1][C:2]1[N:7]=[CH:6][C:5]([C:8]2[CH:9]=[C:10]3[C:15](=[C:16]([NH:18][C:19]([CH3:20])([CH3:22])[CH3:21])[N:17]=2)[C:14](=[O:23])[N:13]([CH:25]2[CH2:28][O:27][CH2:26]2)[CH:12]=[CH:11]3)=[CH:4][N:3]=1, predict the reactants needed to synthesize it. The reactants are: [NH2:1][C:2]1[N:7]=[CH:6][C:5]([C:8]2[CH:9]=[C:10]3[C:15](=[C:16]([NH:18][C:19]([CH3:22])([CH3:21])[CH3:20])[N:17]=2)[C:14](=[O:23])[NH:13][CH:12]=[CH:11]3)=[CH:4][N:3]=1.I[CH:25]1[CH2:28][O:27][CH2:26]1.C([O-])([O-])=O.[Cs+].[Cs+]. (2) Given the product [NH:8]1[CH2:13][CH2:12][CH:11]([CH2:14][NH:15][C:16]2[CH:21]=[C:20]([C:22]([F:23])([F:25])[F:24])[CH:19]=[CH:18][C:17]=2[C:26]2[N:27]=[CH:28][N:29]=[C:30]([O:32][C:33]3[C:38]4[N:39]=[C:40]([NH:42][C:43](=[O:45])[CH3:44])[S:41][C:37]=4[CH:36]=[CH:35][CH:34]=3)[CH:31]=2)[CH2:10][CH2:9]1, predict the reactants needed to synthesize it. The reactants are: C(OC([N:8]1[CH2:13][CH2:12][CH:11]([CH2:14][NH:15][C:16]2[CH:21]=[C:20]([C:22]([F:25])([F:24])[F:23])[CH:19]=[CH:18][C:17]=2[C:26]2[CH:31]=[C:30]([O:32][C:33]3[C:38]4[N:39]=[C:40]([NH:42][C:43](=[O:45])[CH3:44])[S:41][C:37]=4[CH:36]=[CH:35][CH:34]=3)[N:29]=[CH:28][N:27]=2)[CH2:10][CH2:9]1)=O)(C)(C)C.FC(F)(F)C(O)=O. (3) Given the product [F:11][C:12]1[CH:13]=[C:14]([CH2:15][C:5](=[O:9])[CH2:6][CH2:7][CH:8]2[NH:4][C:3](=[O:10])[CH2:2][CH2:1]2)[CH:18]=[CH:19][CH:20]=1, predict the reactants needed to synthesize it. The reactants are: [CH2:1]1[CH:8]2[N:4]([C:5](=[O:9])[CH2:6][CH2:7]2)[C:3](=[O:10])[CH2:2]1.[F:11][C:12]1[CH:13]=[C:14]([CH:18]=[CH:19][CH:20]=1)[CH2:15][Mg]Cl. (4) Given the product [F:18][C:19]([F:33])([CH3:32])[CH2:20][C@H:21]([NH:24][C:25](=[O:31])[O:26][C:27]([CH3:28])([CH3:29])[CH3:30])[CH2:22][O:23][C:2]1[CH:3]=[CH:4][C:5]2[C:14]3[C:9](=[CH:10][N:11]=[CH:12][CH:13]=3)[C:8](=[O:15])[N:7]([CH3:16])[C:6]=2[CH:17]=1, predict the reactants needed to synthesize it. The reactants are: Cl[C:2]1[CH:3]=[CH:4][C:5]2[C:14]3[C:9](=[CH:10][N:11]=[CH:12][CH:13]=3)[C:8](=[O:15])[N:7]([CH3:16])[C:6]=2[CH:17]=1.[F:18][C:19]([F:33])([CH3:32])[CH2:20][C@H:21]([NH:24][C:25](=[O:31])[O:26][C:27]([CH3:30])([CH3:29])[CH3:28])[CH2:22][OH:23].C(P(C(C)(C)C)C1C=CC=CC=1C1C(C(C)C)=CC(C(C)C)=CC=1C(C)C)(C)(C)C.C(=O)([O-])[O-].[Cs+].[Cs+]. (5) Given the product [CH3:24][C:18]1[C:17]([CH2:16][O:15][C:12]2[CH:11]=[C:10]([CH3:25])[C:9]3[C:5]([CH2:4][C:3]([OH:26])=[O:2])=[CH:6][O:7][C:8]=3[C:13]=2[CH3:14])=[CH:22][CH:21]=[C:20]([CH3:23])[N:19]=1, predict the reactants needed to synthesize it. The reactants are: C[O:2][C:3](=[O:26])[CH2:4][C:5]1[C:9]2[C:10]([CH3:25])=[CH:11][C:12]([O:15][CH2:16][C:17]3[C:18]([CH3:24])=[N:19][C:20]([CH3:23])=[CH:21][CH:22]=3)=[C:13]([CH3:14])[C:8]=2[O:7][CH:6]=1.CO.[OH-].[Na+].Cl. (6) The reactants are: [OH:1][C:2]1[CH:3]=[C:4]([CH:9]=[CH:10][CH:11]=1)[C:5]([O:7][CH3:8])=[O:6].Cl[CH2:13][C@@H:14]1[CH2:18][O:17][C:16]([CH3:20])([CH3:19])[O:15]1.C([O-])([O-])=O.[K+].[K+].Cl. Given the product [CH3:19][C:16]1([CH3:20])[O:15][C@H:14]([CH2:13][O:1][C:2]2[CH:3]=[C:4]([CH:9]=[CH:10][CH:11]=2)[C:5]([O:7][CH3:8])=[O:6])[CH2:18][O:17]1, predict the reactants needed to synthesize it. (7) The reactants are: [F:1][C:2]1[CH:3]=[C:4]2[C:29](=[CH:30][CH:31]=1)[C:7]1([CH2:11][CH2:10][N:9]([CH2:12][CH2:13][CH2:14][S:15][C:16]3[N:17]([CH3:28])[C:18]([C:21]4[S:25][C:24]([CH3:26])=[N:23][C:22]=4[CH3:27])=[N:19][N:20]=3)[CH2:8]1)[CH2:6][CH2:5]2.[ClH:32].CCOCC. Given the product [ClH:32].[F:1][C:2]1[CH:3]=[C:4]2[C:29](=[CH:30][CH:31]=1)[C:7]1([CH2:11][CH2:10][N:9]([CH2:12][CH2:13][CH2:14][S:15][C:16]3[N:17]([CH3:28])[C:18]([C:21]4[S:25][C:24]([CH3:26])=[N:23][C:22]=4[CH3:27])=[N:19][N:20]=3)[CH2:8]1)[CH2:6][CH2:5]2, predict the reactants needed to synthesize it.